This data is from Reaction yield outcomes from USPTO patents with 853,638 reactions. The task is: Predict the reaction yield, written as a fraction of the theoretical maximum amount of product (1.0 means a 100% yield; for example, 0.34 means a 34% yield). The reactants are Cl[C:2]1[CH:7]=[CH:6][N:5]=[C:4]2[CH:8]=[C:9]([C:11]3[N:12]=[CH:13][N:14]([CH3:16])[CH:15]=3)[S:10][C:3]=12.Cl.[CH3:18][NH2:19].[OH-].[Na+]. The catalyst is C(O)(C)C.O. The product is [CH3:18][NH:19][C:2]1[CH:7]=[CH:6][N:5]=[C:4]2[CH:8]=[C:9]([C:11]3[N:12]=[CH:13][N:14]([CH3:16])[CH:15]=3)[S:10][C:3]=12. The yield is 0.990.